This data is from Catalyst prediction with 721,799 reactions and 888 catalyst types from USPTO. The task is: Predict which catalyst facilitates the given reaction. (1) Reactant: [CH3:1]OCCOC.C([Zn]CC)C.ICI.[CH:15](/[C:19]1=[CH:20][N:21]([C:36]([CH3:39])([CH3:38])[CH3:37])[S:22]/[C:23]/1=[N:24]\[C:25](=[O:35])[C:26]1[CH:31]=[C:30]([Cl:32])[CH:29]=[CH:28][C:27]=1[O:33][CH3:34])=[CH:16]/[CH2:17][CH3:18]. Product: [C:36]([N:21]1[CH:20]=[C:19]([CH:15]2[CH2:1][CH:16]2[CH2:17][CH3:18])/[C:23](=[N:24]/[C:25](=[O:35])[C:26]2[CH:31]=[C:30]([Cl:32])[CH:29]=[CH:28][C:27]=2[O:33][CH3:34])/[S:22]1)([CH3:38])([CH3:37])[CH3:39]. The catalyst class is: 2. (2) Reactant: C([O:5][N:6]=[C:7]1[C:16]2[C:11](=[CH:12][CH:13]=[CH:14][CH:15]=2)[O:10][C:9]([C:17]2[N:18]=[CH:19][C:20]3[C:25]([CH:26]=2)=[CH:24][CH:23]=[CH:22][CH:21]=3)=[CH:8]1)(C)(C)C.[OH-].[Na+]. Product: [CH:19]1[C:20]2[C:25](=[CH:24][CH:23]=[CH:22][CH:21]=2)[CH:26]=[C:17]([C:9]2[O:10][C:11]3[C:16]([C:7](=[N:6][OH:5])[CH:8]=2)=[CH:15][CH:14]=[CH:13][CH:12]=3)[N:18]=1. The catalyst class is: 528. (3) Reactant: [Li]CCCC.[O:6]1[CH2:11][CH2:10][CH:9]([C:12]2[N:13]([S:17]([N:20]([CH3:22])[CH3:21])(=[O:19])=[O:18])[CH:14]=[CH:15][N:16]=2)[CH2:8][CH2:7]1.CN([CH:26]=[O:27])C.[NH4+].[Cl-]. Product: [O:6]1[CH2:7][CH2:8][CH:9]([C:12]2[N:13]([S:17]([N:20]([CH3:22])[CH3:21])(=[O:19])=[O:18])[C:14]([CH:26]=[O:27])=[CH:15][N:16]=2)[CH2:10][CH2:11]1. The catalyst class is: 1. (4) Reactant: [CH3:1][N:2]([CH3:31])[CH2:3][CH2:4][CH2:5][NH:6][C:7]1[C:12]([C:13]([NH:15][C@@H:16]2[CH2:21][CH2:20][C@H:19]([NH:22][C:23](=[O:29])[O:24][C:25]([CH3:28])([CH3:27])[CH3:26])[CH2:18][CH2:17]2)=[O:14])=[CH:11][C:10]([F:30])=[CH:9][N:8]=1.[C:32](N1C=CN=C1)(N1C=CN=C1)=[O:33].[H-].[Na+]. Product: [CH3:31][N:2]([CH3:1])[CH2:3][CH2:4][CH2:5][N:6]1[C:7]2[N:8]=[CH:9][C:10]([F:30])=[CH:11][C:12]=2[C:13](=[O:14])[N:15]([C@@H:16]2[CH2:21][CH2:20][C@H:19]([NH:22][C:23](=[O:29])[O:24][C:25]([CH3:26])([CH3:27])[CH3:28])[CH2:18][CH2:17]2)[C:32]1=[O:33]. The catalyst class is: 9.